This data is from Retrosynthesis with 50K atom-mapped reactions and 10 reaction types from USPTO. The task is: Predict the reactants needed to synthesize the given product. (1) Given the product Cc1ccc(C(=O)N[C@@H]2c3ccccc3C[C@@H]2O)cc1NC(=O)c1cnc2ccccn12, predict the reactants needed to synthesize it. The reactants are: Cc1ccc(C(=O)O)cc1NC(=O)c1cnc2ccccn12.N[C@@H]1c2ccccc2C[C@@H]1O. (2) Given the product O=C(O)c1n[nH]c2cc(Cl)c(-c3ccc(N4CCOCC4)cc3)cc12, predict the reactants needed to synthesize it. The reactants are: CCOC(=O)c1n[nH]c2cc(Cl)c(-c3ccc(N4CCOCC4)cc3)cc12. (3) Given the product C#Cc1cccc(Nc2ncnc3ccc(C(=O)OC)cc23)c1, predict the reactants needed to synthesize it. The reactants are: C#Cc1cccc(N)c1.COC(=O)c1ccc2ncnc(Cl)c2c1. (4) Given the product COc1cc2nc(N3CCN(C(=O)C=Cc4ccccc4)CC3)nc(N)c2cc1OC, predict the reactants needed to synthesize it. The reactants are: COc1cc2nc(N3CCNCC3)nc(N)c2cc1OC.O=C(Cl)C=Cc1ccccc1. (5) Given the product Cc1n[nH]c(-c2ccccc2)c1NC(=O)c1ccccc1, predict the reactants needed to synthesize it. The reactants are: Cc1n[nH]c(-c2ccccc2)c1N.O=C(Cl)c1ccccc1. (6) Given the product CCOC(=O)C1CCN(C(=O)OC(C)(C)C)CC1, predict the reactants needed to synthesize it. The reactants are: CC(C)(C)OC(=O)OC(=O)OC(C)(C)C.CCOC(=O)C1CCNCC1. (7) Given the product CCCCCC(=O)C(Br)P(=O)(OC)OC, predict the reactants needed to synthesize it. The reactants are: CCCCCC(=O)CP(=O)(OC)OC.O=C1CCC(=O)N1Br. (8) Given the product CCOC(=O)C1CCN(CCOc2cc3nccc(Oc4cc5ccccc5nc4C)c3cc2OC)CC1, predict the reactants needed to synthesize it. The reactants are: CCOC(=O)C1CCNCC1.COc1cc2c(Oc3cc4ccccc4nc3C)ccnc2cc1OCCCl. (9) Given the product CN1C(=O)c2ccc(CBr)cc2S1(=O)=O, predict the reactants needed to synthesize it. The reactants are: Cc1ccc2c(c1)S(=O)(=O)N(C)C2=O.O=C1CCC(=O)N1Br.